Task: Predict the product of the given reaction.. Dataset: Forward reaction prediction with 1.9M reactions from USPTO patents (1976-2016) Given the reactants Br[C:2]1[CH:7]=[CH:6][C:5]([C:8]([N:10]2[CH2:15][CH2:14][N:13]([C:16]3[C:21]([CH3:22])=[CH:20][C:19]([CH2:23][CH3:24])=[CH:18][N:17]=3)[CH2:12][CH2:11]2)=[O:9])=[C:4]([F:25])[CH:3]=1.[CH3:26][N:27]1[CH2:31][CH2:30][NH:29][C:28]1=[O:32], predict the reaction product. The product is: [CH2:23]([C:19]1[CH:20]=[C:21]([CH3:22])[C:16]([N:13]2[CH2:14][CH2:15][N:10]([C:8]([C:5]3[CH:6]=[CH:7][C:2]([N:29]4[CH2:30][CH2:31][N:27]([CH3:26])[C:28]4=[O:32])=[CH:3][C:4]=3[F:25])=[O:9])[CH2:11][CH2:12]2)=[N:17][CH:18]=1)[CH3:24].